Dataset: Forward reaction prediction with 1.9M reactions from USPTO patents (1976-2016). Task: Predict the product of the given reaction. (1) Given the reactants [Cl-].O[NH3+].[C:4](=[O:7])([O-])[OH:5].[Na+].[F:9][C:10]1[CH:11]=[C:12]([C:45]2[C:46]([C:51]#[N:52])=[CH:47][CH:48]=[CH:49][CH:50]=2)[CH:13]=[C:14]([F:44])[C:15]=1[CH2:16][N:17]1[C:22]2[S:23][C:24]([CH2:26][C:27]([F:30])([F:29])[F:28])=[CH:25][C:21]=2[C:20](=[O:31])[N:19]([CH2:32][C:33]([C:35]2[CH:40]=[CH:39][CH:38]=[CH:37][C:36]=2[O:41][CH3:42])=[O:34])[C:18]1=[O:43].[N:53]12CCCN=C1CCCCC2, predict the reaction product. The product is: [F:9][C:10]1[CH:11]=[C:12]([C:45]2[CH:50]=[CH:49][CH:48]=[CH:47][C:46]=2[C:51]2[NH:53][C:4](=[O:7])[O:5][N:52]=2)[CH:13]=[C:14]([F:44])[C:15]=1[CH2:16][N:17]1[C:22]2[S:23][C:24]([CH2:26][C:27]([F:30])([F:29])[F:28])=[CH:25][C:21]=2[C:20](=[O:31])[N:19]([CH2:32][C:33]([C:35]2[CH:40]=[CH:39][CH:38]=[CH:37][C:36]=2[O:41][CH3:42])=[O:34])[C:18]1=[O:43]. (2) Given the reactants [N:1]1[C:9]2[C:4](=[N:5][CH:6]=[CH:7][CH:8]=2)[N:3]([C:10]2[CH:15]=[CH:14][C:13]([CH2:16][C:17]([OH:19])=O)=[C:12]([CH3:20])[CH:11]=2)[CH:2]=1.[CH2:21]([N:23]1[CH2:28][CH2:27][N:26]([CH2:29][C:30]2[CH:35]=[CH:34][C:33]([NH2:36])=[CH:32][C:31]=2[C:37]([F:40])([F:39])[F:38])[CH2:25][CH2:24]1)[CH3:22], predict the reaction product. The product is: [N:1]1[C:9]2[C:4](=[N:5][CH:6]=[CH:7][CH:8]=2)[N:3]([C:10]2[CH:15]=[CH:14][C:13]([CH2:16][C:17]([NH:36][C:33]3[CH:34]=[CH:35][C:30]([CH2:29][N:26]4[CH2:25][CH2:24][N:23]([CH2:21][CH3:22])[CH2:28][CH2:27]4)=[C:31]([C:37]([F:40])([F:39])[F:38])[CH:32]=3)=[O:19])=[C:12]([CH3:20])[CH:11]=2)[CH:2]=1.